Dataset: Catalyst prediction with 721,799 reactions and 888 catalyst types from USPTO. Task: Predict which catalyst facilitates the given reaction. Reactant: [CH3:1][C:2]1[C:7]2[NH:8][C:9](=[O:11])[O:10][C:6]=2[CH:5]=[CH:4][CH:3]=1.C([O-])([O-])=O.[K+].[K+].[CH2:18]([O:25][C:26](=[O:29])[CH2:27]Br)[C:19]1[CH:24]=[CH:23][CH:22]=[CH:21][CH:20]=1. Product: [CH2:18]([O:25][C:26](=[O:29])[CH2:27][N:8]1[C:7]2[C:2]([CH3:1])=[CH:3][CH:4]=[CH:5][C:6]=2[O:10][C:9]1=[O:11])[C:19]1[CH:24]=[CH:23][CH:22]=[CH:21][CH:20]=1. The catalyst class is: 39.